From a dataset of Reaction yield outcomes from USPTO patents with 853,638 reactions. Predict the reaction yield, written as a fraction of the theoretical maximum amount of product (1.0 means a 100% yield; for example, 0.34 means a 34% yield). (1) The reactants are [H-].[Na+].[C:3]([CH2:5]P(=O)(OCC)OCC)#[N:4].[CH2:14]([N:21]1[C:25]2[CH:26]=[CH:27][C:28]3[CH2:29][CH2:30][C:31](=O)[C:32]=3[C:24]=2[N:23]=[C:22]1[CH3:34])[C:15]1[CH:20]=[CH:19][CH:18]=[CH:17][CH:16]=1. The catalyst is O1CCCC1.O. The product is [CH2:14]([N:21]1[C:25]2[CH:26]=[CH:27][C:28]3[CH2:29][CH2:30][C:31](=[CH:5][C:3]#[N:4])[C:32]=3[C:24]=2[N:23]=[C:22]1[CH3:34])[C:15]1[CH:20]=[CH:19][CH:18]=[CH:17][CH:16]=1. The yield is 0.670. (2) The reactants are [N+:1]([C:4]1[CH:22]=[CH:21][C:7]([O:8][C:9]2[CH:14]=[CH:13][N:12]=[C:11]([NH:15][C:16](=[O:20])[N:17]([CH3:19])[CH3:18])[CH:10]=2)=[CH:6][CH:5]=1)([O-])=O.[H][H]. The catalyst is O1CCCC1.CO.[C].[Pd]. The product is [NH2:1][C:4]1[CH:22]=[CH:21][C:7]([O:8][C:9]2[CH:14]=[CH:13][N:12]=[C:11]([NH:15][C:16](=[O:20])[N:17]([CH3:19])[CH3:18])[CH:10]=2)=[CH:6][CH:5]=1. The yield is 0.967. (3) The reactants are [F:1][C:2]1[CH:7]=[CH:6][C:5]([C:8]2[C:9](=[O:19])[C:10]([C:14]([O:16]CC)=[O:15])=[CH:11][NH:12][CH:13]=2)=[CH:4][CH:3]=1.[OH-].[Na+].Cl. The product is [F:1][C:2]1[CH:3]=[CH:4][C:5]([C:8]2[C:9](=[O:19])[C:10]([C:14]([OH:16])=[O:15])=[CH:11][NH:12][CH:13]=2)=[CH:6][CH:7]=1. The yield is 1.00. No catalyst specified. (4) The reactants are [NH:1]1[C:11]2[C:6](=[CH:7][CH:8]=[CH:9][CH:10]=2)[C:4](=[O:5])[C:2]1=[O:3].C(=O)([O-])[O-].[K+].[K+].Br[CH2:19][C:20]([O:22][C:23]([CH3:26])([CH3:25])[CH3:24])=[O:21]. The catalyst is CN(C=O)C. The product is [O:3]=[C:2]1[C:4](=[O:5])[C:6]2[C:11](=[CH:10][CH:9]=[CH:8][CH:7]=2)[N:1]1[CH2:19][C:20]([O:22][C:23]([CH3:26])([CH3:25])[CH3:24])=[O:21]. The yield is 0.940.